This data is from NCI-60 drug combinations with 297,098 pairs across 59 cell lines. The task is: Regression. Given two drug SMILES strings and cell line genomic features, predict the synergy score measuring deviation from expected non-interaction effect. (1) Drug 1: CN1CCC(CC1)COC2=C(C=C3C(=C2)N=CN=C3NC4=C(C=C(C=C4)Br)F)OC. Drug 2: C1=C(C(=O)NC(=O)N1)F. Cell line: SF-295. Synergy scores: CSS=30.4, Synergy_ZIP=-14.4, Synergy_Bliss=-7.64, Synergy_Loewe=-7.92, Synergy_HSA=-6.78. (2) Drug 1: CNC(=O)C1=CC=CC=C1SC2=CC3=C(C=C2)C(=NN3)C=CC4=CC=CC=N4. Drug 2: C1=CC(=CC=C1CC(C(=O)O)N)N(CCCl)CCCl.Cl. Cell line: OVCAR-4. Synergy scores: CSS=-8.07, Synergy_ZIP=0.531, Synergy_Bliss=-7.30, Synergy_Loewe=-13.5, Synergy_HSA=-11.1. (3) Drug 1: CS(=O)(=O)CCNCC1=CC=C(O1)C2=CC3=C(C=C2)N=CN=C3NC4=CC(=C(C=C4)OCC5=CC(=CC=C5)F)Cl. Drug 2: CN(C(=O)NC(C=O)C(C(C(CO)O)O)O)N=O. Cell line: CCRF-CEM. Synergy scores: CSS=-3.41, Synergy_ZIP=3.18, Synergy_Bliss=2.94, Synergy_Loewe=-2.61, Synergy_HSA=-2.90. (4) Cell line: OVCAR-4. Drug 1: C1CN(CCN1C(=O)CCBr)C(=O)CCBr. Synergy scores: CSS=48.8, Synergy_ZIP=-2.07, Synergy_Bliss=-3.03, Synergy_Loewe=-46.3, Synergy_HSA=-2.60. Drug 2: B(C(CC(C)C)NC(=O)C(CC1=CC=CC=C1)NC(=O)C2=NC=CN=C2)(O)O. (5) Drug 1: C1=C(C(=O)NC(=O)N1)F. Drug 2: CC1=C(C=C(C=C1)NC(=O)C2=CC=C(C=C2)CN3CCN(CC3)C)NC4=NC=CC(=N4)C5=CN=CC=C5. Cell line: PC-3. Synergy scores: CSS=37.7, Synergy_ZIP=6.16, Synergy_Bliss=5.23, Synergy_Loewe=2.11, Synergy_HSA=4.16. (6) Drug 1: C1C(C(OC1N2C=NC3=C(N=C(N=C32)Cl)N)CO)O. Drug 2: C1=NC2=C(N=C(N=C2N1C3C(C(C(O3)CO)O)O)F)N. Cell line: 786-0. Synergy scores: CSS=11.4, Synergy_ZIP=-3.16, Synergy_Bliss=7.34, Synergy_Loewe=-2.58, Synergy_HSA=3.39. (7) Drug 1: COC1=NC(=NC2=C1N=CN2C3C(C(C(O3)CO)O)O)N. Drug 2: CCC1(CC2CC(C3=C(CCN(C2)C1)C4=CC=CC=C4N3)(C5=C(C=C6C(=C5)C78CCN9C7C(C=CC9)(C(C(C8N6C)(C(=O)OC)O)OC(=O)C)CC)OC)C(=O)OC)O.OS(=O)(=O)O. Cell line: SN12C. Synergy scores: CSS=21.1, Synergy_ZIP=-3.72, Synergy_Bliss=-0.392, Synergy_Loewe=-3.30, Synergy_HSA=-2.88.